This data is from Reaction yield outcomes from USPTO patents with 853,638 reactions. The task is: Predict the reaction yield, written as a fraction of the theoretical maximum amount of product (1.0 means a 100% yield; for example, 0.34 means a 34% yield). (1) The yield is 0.830. The product is [F:10][C:8]1[CH:7]=[CH:6][C:5]([C:11]2[N:12]=[CH:13][CH:14]=[CH:15][N:16]=2)=[C:4]([CH:9]=1)[C:3]([OH:17])=[O:2]. The catalyst is O. The reactants are C[O:2][C:3](=[O:17])[C:4]1[CH:9]=[C:8]([F:10])[CH:7]=[CH:6][C:5]=1[C:11]1[N:16]=[CH:15][CH:14]=[CH:13][N:12]=1.[OH-].[Na+]. (2) The reactants are [Cl-].[Li+].C([Mg]Br)C.C(Br)[CH2:8][C@H:9]([CH2:11][CH2:12][CH:13]=[C:14](C)C)[CH3:10].CC(=CCC[C@H](C)CCCC)C.C[C:31]([CH3:33])=[O:32].[OH:34]S(O)(=O)=O.O=[Cr](=O)=O. The catalyst is C1COCC1.CC(C)=O.[Cu]Cl. The product is [CH3:8][C@H:9]([CH2:11][CH2:12][CH2:13][CH3:14])[CH2:10][CH2:33][C:31]([OH:34])=[O:32]. The yield is 0.590. (3) The reactants are ClCCl.[CH3:4][CH:5]([O:12][CH2:13][CH2:14][OH:15])[CH2:6][CH2:7][CH2:8][CH:9]([CH3:11])[CH3:10].[Br-].[K+].Cl[O-].[Na+]. The catalyst is O. The product is [CH3:4][CH:5]([O:12][CH2:13][CH:14]=[O:15])[CH2:6][CH2:7][CH2:8][CH:9]([CH3:10])[CH3:11]. The yield is 0.250. (4) The reactants are [CH3:1][C@@:2]12[C@@H:10]([OH:11])[CH2:9][CH2:8][C@H:7]1[C@@H:6]1[CH2:12][CH2:13][C:14]3[C@@H:20]([C@H:5]1[CH2:4][CH2:3]2)[CH2:19][CH2:18][C:16](=[O:17])[CH:15]=3. The catalyst is C(O)(=O)C. The product is [CH3:1][C@:2]12[CH2:3][CH2:4][C@H:5]3[C@@H:6]([CH2:12][CH2:13][C:14]4[C@@H:20]3[CH2:19][CH2:18][C:16](=[O:17])[CH:15]=4)[C@@H:7]1[CH2:8][CH2:9][C:10]2=[O:11]. The yield is 0.950.